This data is from NCI-60 drug combinations with 297,098 pairs across 59 cell lines. The task is: Regression. Given two drug SMILES strings and cell line genomic features, predict the synergy score measuring deviation from expected non-interaction effect. (1) Drug 1: CNC(=O)C1=CC=CC=C1SC2=CC3=C(C=C2)C(=NN3)C=CC4=CC=CC=N4. Drug 2: CN(C(=O)NC(C=O)C(C(C(CO)O)O)O)N=O. Cell line: SF-539. Synergy scores: CSS=4.58, Synergy_ZIP=-6.78, Synergy_Bliss=-8.71, Synergy_Loewe=-13.4, Synergy_HSA=-7.51. (2) Drug 2: CS(=O)(=O)OCCCCOS(=O)(=O)C. Drug 1: CC1CCC2CC(C(=CC=CC=CC(CC(C(=O)C(C(C(=CC(C(=O)CC(OC(=O)C3CCCCN3C(=O)C(=O)C1(O2)O)C(C)CC4CCC(C(C4)OC)O)C)C)O)OC)C)C)C)OC. Synergy scores: CSS=46.7, Synergy_ZIP=-4.17, Synergy_Bliss=2.09, Synergy_Loewe=5.96, Synergy_HSA=6.54. Cell line: HL-60(TB).